From a dataset of Forward reaction prediction with 1.9M reactions from USPTO patents (1976-2016). Predict the product of the given reaction. (1) The product is: [Cl:1][C:2]1[CH:3]=[C:4]([N:13]([CH2:23][C:24]2[CH:29]=[CH:28][C:27]([O:30][CH3:31])=[CH:26][CH:25]=2)[C:14]2[CH:15]=[C:16]([CH:20]=[CH:21][CH:22]=2)[C:17]([NH:36][CH2:35][CH2:34][N:33]([CH3:37])[CH3:32])=[O:19])[C:5]2[N:6]([C:8]([C:11]#[N:12])=[CH:9][N:10]=2)[N:7]=1. Given the reactants [Cl:1][C:2]1[CH:3]=[C:4]([N:13]([CH2:23][C:24]2[CH:29]=[CH:28][C:27]([O:30][CH3:31])=[CH:26][CH:25]=2)[C:14]2[CH:15]=[C:16]([CH:20]=[CH:21][CH:22]=2)[C:17]([OH:19])=O)[C:5]2[N:6]([C:8]([C:11]#[N:12])=[CH:9][N:10]=2)[N:7]=1.[CH3:32][N:33]([CH3:37])[CH2:34][CH2:35][NH2:36].F[P-](F)(F)(F)(F)F.N1(O[P+](N(C)C)(N(C)C)N(C)C)C2C=CC=CC=2N=N1, predict the reaction product. (2) Given the reactants [NH2:1][C:2]1[N:7]=[CH:6][C:5]([C:8]([O:10][CH3:11])=[O:9])=[CH:4][CH:3]=1.[Br:12][CH2:13][C:14](OCC)=[O:15], predict the reaction product. The product is: [BrH:12].[O:15]=[C:14]1[CH2:13][N:7]2[C:2]([CH:3]=[CH:4][C:5]([C:8]([O:10][CH3:11])=[O:9])=[CH:6]2)=[N:1]1.